This data is from Reaction yield outcomes from USPTO patents with 853,638 reactions. The task is: Predict the reaction yield, written as a fraction of the theoretical maximum amount of product (1.0 means a 100% yield; for example, 0.34 means a 34% yield). The reactants are Cl.[Cl:2][C:3]1[CH:8]=[CH:7][C:6]([C@@H:9]2[CH2:11][C@H:10]2N)=[CH:5][CH:4]=1.[N:13]12CCCN=C1CCCCC2.[CH:24]([S:27](Cl)(=[O:29])=[O:28])([CH3:26])[CH3:25]. The catalyst is ClCCl. The product is [Cl:2][C:3]1[CH:8]=[CH:7][C:6]([CH:9]2[CH2:11][CH:10]2[CH2:25][CH:24]([S:27]([NH2:13])(=[O:29])=[O:28])[CH3:26])=[CH:5][CH:4]=1. The yield is 0.680.